Dataset: Forward reaction prediction with 1.9M reactions from USPTO patents (1976-2016). Task: Predict the product of the given reaction. (1) Given the reactants Br[C:2]1[CH:7]=[CH:6][C:5]([NH:8][C:9](=[O:15])[O:10][C:11]([CH3:14])([CH3:13])[CH3:12])=[C:4]([N+:16]([O-:18])=[O:17])[CH:3]=1.[S:19]1[CH:23]=[CH:22][CH:21]=[C:20]1B(O)O.C(=O)([O-])[O-].[K+].[K+].C1(C)C=CC=CC=1P(C1C=CC=CC=1C)C1C=CC=CC=1C, predict the reaction product. The product is: [N+:16]([C:4]1[CH:3]=[C:2]([C:20]2[S:19][CH:23]=[CH:22][CH:21]=2)[CH:7]=[CH:6][C:5]=1[NH:8][C:9](=[O:15])[O:10][C:11]([CH3:14])([CH3:13])[CH3:12])([O-:18])=[O:17]. (2) Given the reactants [NH2:1][C@@H:2]1[CH2:6][CH2:5][N:4]([C:7]([O:9][C:10]([CH3:13])([CH3:12])[CH3:11])=[O:8])[CH2:3]1.[C:14](O)(=[O:21])[C:15]1[CH:20]=[CH:19][CH:18]=[CH:17][CH:16]=1, predict the reaction product. The product is: [C:14]([NH:1][C@@H:2]1[CH2:6][CH2:5][N:4]([C:7]([O:9][C:10]([CH3:13])([CH3:12])[CH3:11])=[O:8])[CH2:3]1)(=[O:21])[C:15]1[CH:20]=[CH:19][CH:18]=[CH:17][CH:16]=1.